Dataset: Full USPTO retrosynthesis dataset with 1.9M reactions from patents (1976-2016). Task: Predict the reactants needed to synthesize the given product. (1) Given the product [C:25]([O:24][C@@H:18]([C:9]1[C:8]([CH3:29])=[CH:7][C:5]2[N:6]=[C:2]([C:35]3[CH:34]=[CH:33][N:32]=[C:31]([Cl:30])[CH:36]=3)[S:3][C:4]=2[C:10]=1[C:11]1[CH:16]=[CH:15][C:14]([Cl:17])=[CH:13][CH:12]=1)[C:19]([O:21][CH2:22][CH3:23])=[O:20])([CH3:28])([CH3:27])[CH3:26], predict the reactants needed to synthesize it. The reactants are: Br[C:2]1[S:3][C:4]2[C:10]([C:11]3[CH:16]=[CH:15][C:14]([Cl:17])=[CH:13][CH:12]=3)=[C:9]([C@H:18]([O:24][C:25]([CH3:28])([CH3:27])[CH3:26])[C:19]([O:21][CH2:22][CH3:23])=[O:20])[C:8]([CH3:29])=[CH:7][C:5]=2[N:6]=1.[Cl:30][C:31]1[CH:36]=[C:35](B(O)O)[CH:34]=[CH:33][N:32]=1.C([O-])([O-])=O.[K+].[K+]. (2) Given the product [C:11]([C:10]1[C:5]2[N:6]([C:2]([C:21]3[CH:20]=[C:19]([NH:32][C:33]([NH:35][CH2:36][C:37]([F:38])([F:39])[F:40])=[O:34])[CH:18]=[C:17]([O:16][CH:13]([CH3:15])[CH3:14])[CH:22]=3)=[CH:3][N:4]=2)[CH:7]=[CH:8][CH:9]=1)#[N:12], predict the reactants needed to synthesize it. The reactants are: I[C:2]1[N:6]2[CH:7]=[CH:8][CH:9]=[C:10]([C:11]#[N:12])[C:5]2=[N:4][CH:3]=1.[CH:13]([O:16][C:17]1[CH:18]=[C:19]([NH:32][C:33]([NH:35][CH2:36][C:37]([F:40])([F:39])[F:38])=[O:34])[CH:20]=[C:21](B2OC(C)(C)C(C)(C)O2)[CH:22]=1)([CH3:15])[CH3:14].C([O-])([O-])=O.[Na+].[Na+].CCOC(C)=O. (3) Given the product [Cl:1][C:2]1[N:3]=[N:4][C:5]([Cl:8])=[CH:6][C:7]=1[C:9](=[O:11])[CH3:10], predict the reactants needed to synthesize it. The reactants are: [Cl:1][C:2]1[N:3]=[N:4][C:5]([Cl:8])=[CH:6][CH:7]=1.[CH:9](=[O:11])[CH3:10].S(=O)(=O)(O)O.S(OOS([O-])(=O)=O)([O-])(=O)=O.[NH4+].[NH4+]. (4) Given the product [C:33]([O:37][C:38]([N:40]([CH3:2])[C@H:41]([C:46]([OH:48])=[O:47])[CH2:42][CH2:43][O:44][CH3:45])=[O:39])([CH3:36])([CH3:34])[CH3:35], predict the reactants needed to synthesize it. The reactants are: Cl[C:2]1C(F)=C(NC2C3C(=CC(OC)=C(CN(C)[C@H](C(N)=O)CCOC)C=3)N=CN=2)C=CC=1.[C:33]([O:37][C:38]([NH:40][C@H:41]([C:46]([OH:48])=[O:47])[CH2:42][CH2:43][O:44][CH3:45])=[O:39])([CH3:36])([CH3:35])[CH3:34].C(OC(N[C@H](C(O)=O)COC)=O)(C)(C)C. (5) Given the product [NH2:3][CH2:4][C@@H:5]([OH:22])[CH2:6][N:7]1[CH2:12][CH2:11][CH:10]([O:13][C:14]2[CH:19]=[CH:18][C:17]([Cl:20])=[C:16]([Cl:21])[CH:15]=2)[CH2:9][CH2:8]1, predict the reactants needed to synthesize it. The reactants are: Cl.Cl.[NH2:3][CH2:4][C@@H:5]([OH:22])[CH2:6][N:7]1[CH2:12][CH2:11][CH:10]([O:13][C:14]2[CH:19]=[CH:18][C:17]([Cl:20])=[C:16]([Cl:21])[CH:15]=2)[CH2:9][CH2:8]1.CN(C)C(=N)N(C)C.